This data is from Full USPTO retrosynthesis dataset with 1.9M reactions from patents (1976-2016). The task is: Predict the reactants needed to synthesize the given product. (1) The reactants are: [CH3:1][C:2]1([CH3:28])[CH2:11][C:10]2[C:5](=[C:6]3[CH2:19][C:18]([CH3:21])([CH3:20])[O:17][C:7]3=[C:8]([O:12]CC(C)=C)[CH:9]=2)[C:4]([C:22]2[CH:27]=[CH:26][CH:25]=[CH:24][CH:23]=2)=[N:3]1.CCC[CH2:32][CH2:33][CH3:34].[CH2:35](N(CC)C1C=CC=CC=1)C. Given the product [CH3:1][C:2]1([CH3:28])[CH2:11][C:10]2[C:5](=[C:6]3[CH2:19][C:18]([CH3:21])([CH3:20])[O:17][C:7]3=[C:8]([OH:12])[C:9]=2[CH2:35][C:33]([CH3:32])=[CH2:34])[C:4]([C:22]2[CH:27]=[CH:26][CH:25]=[CH:24][CH:23]=2)=[N:3]1, predict the reactants needed to synthesize it. (2) Given the product [Cl:23][C:21]1[CH:20]=[CH:19][C:17]2[NH:18][C:14]([C@@H:9]([NH2:8])[CH2:10][CH2:11][O:12][CH3:13])=[N:15][C:16]=2[CH:22]=1, predict the reactants needed to synthesize it. The reactants are: C([NH:8][C@H:9]([C:14]1[NH:18][C:17]2[CH:19]=[CH:20][C:21]([Cl:23])=[CH:22][C:16]=2[N:15]=1)[CH2:10][CH2:11][O:12][CH3:13])(OC(C)(C)C)=O.C(O)(C(F)(F)F)=O. (3) The reactants are: CC(OC(/N=N/C(OC(C)C)=O)=O)C.[OH:15][CH2:16][CH2:17][C@H:18]([CH:20]1[CH2:25][CH2:24][N:23]([C:26]([O:28][C:29]([CH3:32])([CH3:31])[CH3:30])=[O:27])[CH2:22][CH2:21]1)[CH3:19].[CH2:33]([O:35][C:36](=[O:45])[C:37]1[CH:42]=[CH:41][C:40](O)=[N:39][C:38]=1[CH3:44])[CH3:34].C1C=CC(P(C2C=CC=CC=2)C2C=CC=CC=2)=CC=1. Given the product [CH2:33]([O:35][C:36](=[O:45])[C:37]1[CH:42]=[CH:41][C:40]([O:15][CH2:16][CH2:17][C@H:18]([CH:20]2[CH2:21][CH2:22][N:23]([C:26]([O:28][C:29]([CH3:31])([CH3:30])[CH3:32])=[O:27])[CH2:24][CH2:25]2)[CH3:19])=[N:39][C:38]=1[CH3:44])[CH3:34], predict the reactants needed to synthesize it. (4) Given the product [N:1]12[CH2:10][CH:5]3[CH2:6][CH:7]([CH2:9][CH:3]([C@@H:4]3[NH:11][C:22]([C:13]3[CH:14]=[CH:15][C:16]4[C:21](=[CH:20][CH:19]=[CH:18][CH:17]=4)[CH:12]=3)=[O:23])[CH2:2]1)[CH2:8]2, predict the reactants needed to synthesize it. The reactants are: [N:1]12[CH2:10][CH:5]3[CH2:6][CH:7]([CH2:9][CH:3]([C@@H:4]3[NH2:11])[CH2:2]1)[CH2:8]2.[CH:12]1[C:21]2[C:16](=[CH:17][CH:18]=[CH:19][CH:20]=2)[CH:15]=[CH:14][C:13]=1[C:22](O)=[O:23].N. (5) Given the product [Cl:1][CH2:2][CH2:3][CH2:4][C:15]([NH:7][C:8]1[CH:13]=[CH:12][CH:11]=[CH:10][CH:9]=1)=[O:20], predict the reactants needed to synthesize it. The reactants are: [Cl:1][CH2:2][CH2:3][C:4](Cl)=O.[NH2:7][C:8]1[CH:13]=[CH:12][CH:11]=[CH:10][CH:9]=1.N1C=CC=C[CH:15]=1.[OH2:20]. (6) Given the product [Cl:41][C:25]1[CH:24]=[C:23]([NH:22][C:19]2[C:20]3[N:12]([CH2:11][CH2:10][OH:9])[CH:13]=[CH:14][C:15]=3[N:16]=[CH:17][N:18]=2)[CH:40]=[CH:39][C:26]=1[O:27][C:28]1[CH:36]=[CH:35][CH:34]=[C:33]2[C:29]=1[CH2:30][N:31]([CH3:38])[C:32]2=[O:37], predict the reactants needed to synthesize it. The reactants are: C([O:9][CH2:10][CH2:11][N:12]1[C:20]2[C:19](Cl)=[N:18][CH:17]=[N:16][C:15]=2[CH:14]=[CH:13]1)(=O)C1C=CC=CC=1.[NH2:22][C:23]1[CH:40]=[CH:39][C:26]([O:27][C:28]2[CH:36]=[CH:35][CH:34]=[C:33]3[C:29]=2[CH2:30][N:31]([CH3:38])[C:32]3=[O:37])=[C:25]([Cl:41])[CH:24]=1.C(=O)([O-])O.[Na+]. (7) Given the product [Br:1][C:2]1[CH:10]=[CH:9][C:5]([C:6]([O:8][C:12]([CH3:15])([CH3:14])[CH3:13])=[O:7])=[CH:4][C:3]=1[OH:11], predict the reactants needed to synthesize it. The reactants are: [Br:1][C:2]1[CH:10]=[CH:9][C:5]([C:6]([OH:8])=[O:7])=[CH:4][C:3]=1[OH:11].[C:12](OC(O[C:12]([CH3:15])([CH3:14])[CH3:13])N(C)C)([CH3:15])([CH3:14])[CH3:13].O.C(OCC)(=O)C. (8) Given the product [NH2:13][C:11]1[CH:10]=[CH:9][C:3]([C:4]([O:6][CH2:7][CH3:8])=[O:5])=[C:2]([F:1])[CH:12]=1, predict the reactants needed to synthesize it. The reactants are: [F:1][C:2]1[CH:12]=[C:11]([N+:13]([O-])=O)[CH:10]=[CH:9][C:3]=1[C:4]([O:6][CH2:7][CH3:8])=[O:5]. (9) Given the product [CH:1]1([C:4]2[NH:8][C:7]3[CH:9]=[C:10]([C:14]4[C:15]([CH3:20])=[N:16][O:17][C:18]=4[CH3:19])[CH:11]=[C:12]([N:27]4[CH:23]([CH2:21][CH3:22])[CH2:24][CH2:25][C:26]4=[O:28])[C:6]=3[N:5]=2)[CH2:3][CH2:2]1, predict the reactants needed to synthesize it. The reactants are: [CH:1]1([C:4]2[NH:8][C:7]3[CH:9]=[C:10]([C:14]4[C:15]([CH3:20])=[N:16][O:17][C:18]=4[CH3:19])[CH:11]=[C:12](I)[C:6]=3[N:5]=2)[CH2:3][CH2:2]1.[CH2:21]([CH:23]1[NH:27][C:26](=[O:28])[CH2:25][CH2:24]1)[CH3:22].